From a dataset of Full USPTO retrosynthesis dataset with 1.9M reactions from patents (1976-2016). Predict the reactants needed to synthesize the given product. (1) Given the product [F:28][C:27]([F:30])([F:29])[C:25]([O-:31])=[O:26].[CH3:62][O:63][C:64]([NH:66][C@@H:67]([CH:71]([CH3:73])[CH3:72])[C:68]([N:32]1[CH2:36][CH2:35][CH2:34][C@H:33]1[C:37]1[NH:41][CH:40]=[C:39]([C:42]2[S:43][C:44]([C:47]3[S:51][C:50]([C:52]4[N:56]=[C:55]([C@@H:57]5[CH2:61][CH2:60][CH2:59][N:58]5[C:25]([C@@H:27]([NH:5][C:4](=[O:8])[O:84][CH3:83])[CH:80]([CH3:81])[CH3:82])=[O:31])[NH:54][CH:53]=4)=[N:49][CH:48]=3)=[CH:45][N:46]=2)[N:38]=1)=[O:70])=[O:65], predict the reactants needed to synthesize it. The reactants are: CN([C:4]([O:8]N1N=NC2C=CC=NC1=2)=[N+:5](C)C)C.F[P-](F)(F)(F)(F)F.[C:25]([OH:31])([C:27]([F:30])([F:29])[F:28])=[O:26].[NH:32]1[CH2:36][CH2:35][CH2:34][C@H:33]1[C:37]1[NH:38][C:39]([C:42]2[S:43][C:44]([C:47]3[S:51][C:50]([C:52]4[NH:56][C:55]([C@@H:57]5[CH2:61][CH2:60][CH2:59][NH:58]5)=[N:54][CH:53]=4)=[N:49][CH:48]=3)=[CH:45][N:46]=2)=[CH:40][N:41]=1.[CH3:62][O:63][C:64]([NH:66][C@@H:67]([CH:71]([CH3:73])[CH3:72])[C:68]([OH:70])=O)=[O:65].CCN([CH:80]([CH3:82])[CH3:81])C(C)C.[CH3:83][OH:84]. (2) Given the product [NH2:11][C:8]1[CH:9]=[CH:10][C:4]2[O:3][C:2]([CH3:1])=[CH:6][C:5]=2[CH:7]=1, predict the reactants needed to synthesize it. The reactants are: [CH3:1][C:2]1[O:3][C:4]2[CH:10]=[CH:9][C:8]([N+:11]([O-])=O)=[CH:7][C:5]=2[CH:6]=1.